This data is from CYP1A2 inhibition data for predicting drug metabolism from PubChem BioAssay. The task is: Regression/Classification. Given a drug SMILES string, predict its absorption, distribution, metabolism, or excretion properties. Task type varies by dataset: regression for continuous measurements (e.g., permeability, clearance, half-life) or binary classification for categorical outcomes (e.g., BBB penetration, CYP inhibition). Dataset: cyp1a2_veith. The drug is COC(=O)c1ccc(NC(=O)COc2ccc(C3C(C#N)=C(N)Oc4c3ccc3ccccc43)cc2OC)cc1. The result is 0 (non-inhibitor).